Dataset: Forward reaction prediction with 1.9M reactions from USPTO patents (1976-2016). Task: Predict the product of the given reaction. (1) Given the reactants [C:1]([C:9]1[CH:19]=[CH:18][C:12]([C:13]([O:15][CH2:16][CH3:17])=[O:14])=[CH:11][CH:10]=1)(=O)[C:2]1[CH:7]=[CH:6][CH:5]=[CH:4][CH:3]=1.[CH2:20]([N:28]1[CH:33]2[CH2:34][CH2:35][CH:29]1[CH2:30][C:31](=O)[CH2:32]2)[CH2:21][C:22]1[CH:27]=[CH:26][CH:25]=[CH:24][CH:23]=1.C([O-])([O-])=O.[K+].[K+], predict the reaction product. The product is: [CH2:20]([N:28]1[CH:33]2[CH2:34][CH2:35][CH:29]1[CH2:30][C:31](=[C:1]([C:2]1[CH:7]=[CH:6][CH:5]=[CH:4][CH:3]=1)[C:9]1[CH:19]=[CH:18][C:12]([C:13]([O:15][CH2:16][CH3:17])=[O:14])=[CH:11][CH:10]=1)[CH2:32]2)[CH2:21][C:22]1[CH:27]=[CH:26][CH:25]=[CH:24][CH:23]=1. (2) The product is: [CH2:29]([N:19]([CH2:18][CH2:17][CH2:16][N:8]([CH2:7][C:4]1[CH:3]=[CH:2][CH:1]=[CH:6][CH:5]=1)[CH2:54][C:52]1[S:53][C:49]([CH3:48])=[CH:50][CH:51]=1)[C:20](=[O:21])[O:22][CH2:23][C:24]1[S:28][CH:27]=[N:26][CH:25]=1)[C:30]1[CH:35]=[CH:34][CH:33]=[CH:32][CH:31]=1. Given the reactants [C:1]1(C2C=CC=CC=2)[CH:6]=[CH:5][C:4]([CH2:7][N:8]([CH2:16][CH2:17][CH2:18][N:19]([CH2:29][C:30]2[CH:35]=[CH:34][C:33](C3C=CC=CC=3)=[CH:32][CH:31]=2)[C:20]([O:22][CH2:23][C:24]2[S:28][CH:27]=[N:26][CH:25]=2)=[O:21])C(=O)OC(C)(C)C)=[CH:3][CH:2]=1.[CH3:48][C:49]1[S:53][C:52]([CH:54]=O)=[CH:51][CH:50]=1.CC(O)=O, predict the reaction product. (3) The product is: [ClH:48].[ClH:48].[ClH:48].[CH:1]([C@H:14]1[N:19]2[CH2:20][CH2:21][N:22]([C:34](=[O:35])[CH2:33][N:32]([CH3:37])[CH3:31])[CH2:23][C@H:18]2[CH2:17][NH:16][CH2:15]1)([C:2]1[CH:3]=[CH:4][CH:5]=[CH:6][CH:7]=1)[C:8]1[CH:9]=[CH:10][CH:11]=[CH:12][CH:13]=1. Given the reactants [CH:1]([C@H:14]1[N:19]2[CH2:20][CH2:21][NH:22][CH2:23][C@H:18]2[CH2:17][N:16](C(OC(C)(C)C)=O)[CH2:15]1)([C:8]1[CH:13]=[CH:12][CH:11]=[CH:10][CH:9]=1)[C:2]1[CH:7]=[CH:6][CH:5]=[CH:4][CH:3]=1.[CH3:31][N:32]([CH3:37])[CH2:33][C:34](O)=[O:35].ON1C2C=CC=CC=2N=N1.[ClH:48].CN(C)CCCN=C=NCC, predict the reaction product. (4) Given the reactants [CH2:1]1[C:5]2([CH2:10][CH2:9][O:8][CH2:7][CH2:6]2)[CH2:4][N:3]=[N:2]1.[CH3:11][N:12]=[C:13]=[S:14], predict the reaction product. The product is: [CH3:11][NH:12][C:13]([N:2]1[N:3]=[CH:4][C:5]2([CH2:10][CH2:9][O:8][CH2:7][CH2:6]2)[CH2:1]1)=[S:14]. (5) Given the reactants [Pb](Cl)Cl.C(OCC)C.[CH3:9][Si:10]([N:13]([Li])[Si:14]([CH3:17])([CH3:16])[CH3:15])([CH3:12])[CH3:11].CN(C)CC(C)(O)C, predict the reaction product. The product is: [CH3:9][Si:10]([CH3:12])([CH3:11])[NH:13][Si:14]([CH3:17])([CH3:16])[CH3:15]. (6) Given the reactants [Cl:1][C:2]1[CH:3]=[C:4]([S:9]([NH:12][C:13]2[C:18]([O:19]C)=[N:17][C:16]([S:21]([CH3:24])(=[O:23])=[O:22])=[CH:15][N:14]=2)(=[O:11])=[O:10])[CH:5]=[C:6]([Cl:8])[CH:7]=1.B(Br)(Br)Br, predict the reaction product. The product is: [Cl:1][C:2]1[CH:3]=[C:4]([S:9]([NH:12][C:13]2[C:18]([OH:19])=[N:17][C:16]([S:21]([CH3:24])(=[O:23])=[O:22])=[CH:15][N:14]=2)(=[O:11])=[O:10])[CH:5]=[C:6]([Cl:8])[CH:7]=1.